Dataset: NCI-60 drug combinations with 297,098 pairs across 59 cell lines. Task: Regression. Given two drug SMILES strings and cell line genomic features, predict the synergy score measuring deviation from expected non-interaction effect. (1) Drug 1: C1CCN(CC1)CCOC2=CC=C(C=C2)C(=O)C3=C(SC4=C3C=CC(=C4)O)C5=CC=C(C=C5)O. Synergy scores: CSS=-1.66, Synergy_ZIP=1.48, Synergy_Bliss=2.18, Synergy_Loewe=-1.16, Synergy_HSA=-0.546. Cell line: BT-549. Drug 2: C1CNP(=O)(OC1)N(CCCl)CCCl. (2) Drug 1: COC1=C2C(=CC3=C1OC=C3)C=CC(=O)O2. Drug 2: B(C(CC(C)C)NC(=O)C(CC1=CC=CC=C1)NC(=O)C2=NC=CN=C2)(O)O. Cell line: CAKI-1. Synergy scores: CSS=31.7, Synergy_ZIP=3.84, Synergy_Bliss=-0.663, Synergy_Loewe=-40.3, Synergy_HSA=-7.60. (3) Drug 1: C1=NC2=C(N1)C(=S)N=C(N2)N. Drug 2: C1=NC2=C(N=C(N=C2N1C3C(C(C(O3)CO)O)O)F)N. Cell line: OVCAR-5. Synergy scores: CSS=33.4, Synergy_ZIP=-2.01, Synergy_Bliss=-5.33, Synergy_Loewe=-18.0, Synergy_HSA=-5.04. (4) Drug 1: C1=CC(=CC=C1C#N)C(C2=CC=C(C=C2)C#N)N3C=NC=N3. Drug 2: C#CCC(CC1=CN=C2C(=N1)C(=NC(=N2)N)N)C3=CC=C(C=C3)C(=O)NC(CCC(=O)O)C(=O)O. Cell line: A549. Synergy scores: CSS=65.5, Synergy_ZIP=3.61, Synergy_Bliss=0.725, Synergy_Loewe=-30.1, Synergy_HSA=-1.02. (5) Drug 1: CCC(=C(C1=CC=CC=C1)C2=CC=C(C=C2)OCCN(C)C)C3=CC=CC=C3.C(C(=O)O)C(CC(=O)O)(C(=O)O)O. Drug 2: CCCCCOC(=O)NC1=NC(=O)N(C=C1F)C2C(C(C(O2)C)O)O. Cell line: PC-3. Synergy scores: CSS=2.19, Synergy_ZIP=-1.02, Synergy_Bliss=-0.814, Synergy_Loewe=-1.36, Synergy_HSA=-0.839.